This data is from Full USPTO retrosynthesis dataset with 1.9M reactions from patents (1976-2016). The task is: Predict the reactants needed to synthesize the given product. (1) Given the product [CH3:1][O:2][C:3]([C:4]1[N:21]=[C:20]([CH:17]2[CH2:19][CH2:18]2)[S:22][C:5]=1[C:6]1[CH:11]=[CH:10][C:9]([C:12]#[N:13])=[CH:8][CH:7]=1)=[O:16], predict the reactants needed to synthesize it. The reactants are: [CH3:1][O:2][C:3](=[O:16])[C:4](=O)[CH:5](Cl)[C:6]1[CH:11]=[CH:10][C:9]([C:12]#[N:13])=[CH:8][CH:7]=1.[CH:17]1([C:20](=[S:22])[NH2:21])[CH2:19][CH2:18]1. (2) Given the product [Br:14][C:11]1[CH:12]=[CH:13][C:8]([C@H:7]2[C@H:2]([NH:1][S:30]([CH:28]([CH3:29])[CH3:27])(=[O:32])=[O:31])[CH2:3][CH2:4][C:5](=[O:15])[NH:6]2)=[CH:9][CH:10]=1, predict the reactants needed to synthesize it. The reactants are: [NH2:1][C@H:2]1[C@H:7]([C:8]2[CH:13]=[CH:12][C:11]([Br:14])=[CH:10][CH:9]=2)[NH:6][C:5](=[O:15])[CH2:4][CH2:3]1.N12CCCN=C1CCCCC2.[CH3:27][CH:28]([S:30](Cl)(=[O:32])=[O:31])[CH3:29].